This data is from Reaction yield outcomes from USPTO patents with 853,638 reactions. The task is: Predict the reaction yield, written as a fraction of the theoretical maximum amount of product (1.0 means a 100% yield; for example, 0.34 means a 34% yield). (1) The reactants are [C:1]([C:5]1[C:6]2[C:16](=[O:17])[CH2:15][CH2:14][C:7]=2[NH:8][C:9]=1[C:10]([O:12]C)=[O:11])([CH3:4])([CH3:3])[CH3:2].O.[OH-].[Li+]. No catalyst specified. The product is [C:1]([C:5]1[C:6]2[C:16](=[O:17])[CH2:15][CH2:14][C:7]=2[NH:8][C:9]=1[C:10]([OH:12])=[O:11])([CH3:4])([CH3:2])[CH3:3]. The yield is 0.370. (2) The reactants are C1C(=O)N([Cl:8])C(=O)C1.[CH3:9][O:10][C:11]1[S:15][C:14]([C:16]([O:18]C)=[O:17])=[CH:13][C:12]=1[C:20]1[N:24]([CH3:25])[N:23]=[CH:22][CH:21]=1.[OH-].[Na+]. The product is [Cl:8][C:21]1[CH:22]=[N:23][N:24]([CH3:25])[C:20]=1[C:12]1[CH:13]=[C:14]([C:16]([OH:18])=[O:17])[S:15][C:11]=1[O:10][CH3:9]. The catalyst is O1CCCC1. The yield is 0.980. (3) The reactants are C[O:2][C:3]([C:5]1[S:19][C:8]2=[N:9][C:10]([C:13]3[CH:18]=[CH:17][CH:16]=[CH:15][CH:14]=3)=[CH:11][CH:12]=[C:7]2[C:6]=1[O:20][CH2:21][C:22]([O:24]CC)=[O:23])=[O:4].O.O[Li].O. The catalyst is C1COCC1. The product is [C:22]([CH2:21][O:20][C:6]1[C:7]2[C:8](=[N:9][C:10]([C:13]3[CH:18]=[CH:17][CH:16]=[CH:15][CH:14]=3)=[CH:11][CH:12]=2)[S:19][C:5]=1[C:3]([OH:4])=[O:2])([OH:24])=[O:23]. The yield is 0.850. (4) The yield is 0.150. The product is [F:18][C:2]([F:1])([F:19])[C:3]1[CH:4]=[CH:5][C:6]([C@@H:9]2[CH2:13][CH2:12][NH:11][C@@H:10]2[CH2:14][OH:15])=[CH:7][CH:8]=1. The catalyst is C1COCC1. The reactants are [F:1][C:2]([F:19])([F:18])[C:3]1[CH:8]=[CH:7][C:6]([C@@H:9]2[CH2:13][CH2:12][NH:11][C@@H:10]2[C:14](OC)=[O:15])=[CH:5][CH:4]=1.B.C1COCC1. (5) The reactants are [Br:1][C:2]1[C:14]2[C:13]3[C:8](=[CH:9][C:10]([C:15]([O:17][CH2:18][CH3:19])=[O:16])=[CH:11][CH:12]=3)[NH:7][C:6]=2[C:5]([C:20](O)=[O:21])=[CH:4][C:3]=1[CH3:23].C(Cl)CCl.C1C=CC2N(O)N=[N:34]C=2C=1.[OH-].[NH4+]. The catalyst is C1COCC1.C(Cl)Cl.CCOC(C)=O. The product is [Br:1][C:2]1[C:3]([CH3:23])=[CH:4][C:5]([C:20](=[O:21])[NH2:34])=[C:6]2[C:14]=1[C:13]1[CH:12]=[CH:11][C:10]([C:15]([O:17][CH2:18][CH3:19])=[O:16])=[CH:9][C:8]=1[NH:7]2. The yield is 0.910. (6) The reactants are [F:1][C:2]1[CH:7]=[C:6]([Si:8]([CH3:11])([CH3:10])[CH3:9])[CH:5]=[CH:4][C:3]=1[NH2:12].[C:13]([O:17][C:18]([N:20]1[C:28]2[C:23](=[C:24](Br)[C:25]([C:29]([O:31][C:32]([CH3:35])([CH3:34])[CH3:33])=[O:30])=[CH:26][CH:27]=2)[CH:22]=[N:21]1)=[O:19])([CH3:16])([CH3:15])[CH3:14].[O-]P([O-])([O-])=O.[K+].[K+].[K+]. The catalyst is C1(C)C=CC=CC=1.C(OCC)(=O)C.C1C=CC(/C=C/C(/C=C/C2C=CC=CC=2)=O)=CC=1.C1C=CC(/C=C/C(/C=C/C2C=CC=CC=2)=O)=CC=1.C1C=CC(/C=C/C(/C=C/C2C=CC=CC=2)=O)=CC=1.[Pd].[Pd].CC1(C)C2C(=C(P(C3C=CC=CC=3)C3C=CC=CC=3)C=CC=2)OC2C(P(C3C=CC=CC=3)C3C=CC=CC=3)=CC=CC1=2. The product is [C:13]([O:17][C:18]([N:20]1[C:28]2[C:23](=[C:24]([NH:12][C:3]3[CH:4]=[CH:5][C:6]([Si:8]([CH3:9])([CH3:11])[CH3:10])=[CH:7][C:2]=3[F:1])[C:25]([C:29]([O:31][C:32]([CH3:35])([CH3:34])[CH3:33])=[O:30])=[CH:26][CH:27]=2)[CH:22]=[N:21]1)=[O:19])([CH3:16])([CH3:15])[CH3:14]. The yield is 0.760.